From a dataset of Tox21: 12 toxicity assays (nuclear receptors and stress response pathways). Binary classification across 12 toxicity assays. (1) It tested positive (active) for: SR-HSE (Heat Shock Element response). The molecule is CCCCCCCCNC(C)C(O)c1ccc(SC(C)C)cc1. (2) The drug is O=C1C=C2C=C[C@@H]3C[C@@]2(O1)[C@H]1CCCCN31. It tested positive (active) for: SR-ATAD5 (ATAD5 genotoxicity (DNA damage)). (3) The drug is CC(C)(C)C(O)/C(=C\c1ccc(Cl)cc1Cl)n1cncn1. It tested positive (active) for: SR-ARE (Antioxidant Response Element (oxidative stress)), and SR-MMP (Mitochondrial Membrane Potential disruption). (4) The compound is Oc1ccc(Cl)c(Cl)c1Cl. It tested positive (active) for: SR-MMP (Mitochondrial Membrane Potential disruption).